From a dataset of Full USPTO retrosynthesis dataset with 1.9M reactions from patents (1976-2016). Predict the reactants needed to synthesize the given product. (1) The reactants are: [C:1]1([C:7]2[N:12]=[CH:11][C:10]([C:13]3[N:14]=[C:15]([CH:18]4[CH2:23][CH2:22][CH2:21][NH:20][CH2:19]4)[NH:16][CH:17]=3)=[CH:9][N:8]=2)[CH:6]=[CH:5][CH:4]=[CH:3][CH:2]=1.C(N(CC)CC)C.[F:31][C:32]([F:43])([F:42])[C:33](O[C:33](=[O:34])[C:32]([F:43])([F:42])[F:31])=[O:34].CN1CCNCC1. Given the product [F:31][C:32]([F:43])([F:42])[C:33]([N:20]1[CH2:21][CH2:22][CH2:23][CH:18]([C:15]2[NH:16][CH:17]=[C:13]([C:10]3[CH:11]=[N:12][C:7]([C:1]4[CH:2]=[CH:3][CH:4]=[CH:5][CH:6]=4)=[N:8][CH:9]=3)[N:14]=2)[CH2:19]1)=[O:34], predict the reactants needed to synthesize it. (2) Given the product [NH2:1][C:2]1[N:7]=[C:6]([O:26][CH:25]([CH3:27])[CH3:24])[C:5]([C:10]#[N:11])=[C:4]([C:12]2[CH:17]=[C:16]([O:18][CH3:19])[C:15]([O:20][CH3:21])=[C:14]([O:22][CH3:23])[CH:13]=2)[N:3]=1, predict the reactants needed to synthesize it. The reactants are: [NH2:1][C:2]1[N:7]=[C:6](SC)[C:5]([C:10]#[N:11])=[C:4]([C:12]2[CH:17]=[C:16]([O:18][CH3:19])[C:15]([O:20][CH3:21])=[C:14]([O:22][CH3:23])[CH:13]=2)[N:3]=1.[CH3:24][CH:25]([CH3:27])[O-:26].[Na+]. (3) Given the product [CH3:19][O:18][C:15]1[CH:16]=[CH:17][C:12]2[CH2:11][CH:5]([CH2:6][C:7]([O:9][CH3:10])=[O:8])[C:1](=[O:2])[NH:21][CH2:20][C:13]=2[CH:14]=1, predict the reactants needed to synthesize it. The reactants are: [C:1]([CH:5]([CH2:11][C:12]1[CH:17]=[CH:16][C:15]([O:18][CH3:19])=[CH:14][C:13]=1[CH2:20][NH2:21])[CH2:6][C:7]([O:9][CH3:10])=[O:8])(OC)=[O:2].C(N(CC)CC)C. (4) Given the product [Cl:1][C:2]1[N:3]=[C:4]([NH:23][C:24]2[CH:32]=[CH:31][CH:30]=[C:29]([F:33])[C:25]=2[C:26]([OH:28])=[O:27])[C:5]2[CH:10]=[C:9]([CH3:11])[N:8]([S:12]([C:15]3[CH:20]=[CH:19][C:18]([CH3:21])=[CH:17][CH:16]=3)(=[O:14])=[O:13])[C:6]=2[N:7]=1, predict the reactants needed to synthesize it. The reactants are: [Cl:1][C:2]1[N:3]=[C:4](Cl)[C:5]2[CH:10]=[C:9]([CH3:11])[N:8]([S:12]([C:15]3[CH:20]=[CH:19][C:18]([CH3:21])=[CH:17][CH:16]=3)(=[O:14])=[O:13])[C:6]=2[N:7]=1.[NH2:23][C:24]1[CH:32]=[CH:31][CH:30]=[C:29]([F:33])[C:25]=1[C:26]([OH:28])=[O:27].C(N(C(C)C)CC)(C)C. (5) Given the product [CH3:60][O:61][C:62]1[CH:63]=[CH:64][C:65]([CH2:66][N:67]2[C@@H:76]([C@@H:77]([OH:89])[C@@H:78]([NH:88][C:11](=[O:12])[C@@H:10]([N:7]3[CH2:8][CH2:9][C@:5]([NH:4][C:1](=[O:3])[CH3:2])([C@@H:23]([CH2:25][CH3:26])[CH3:24])[C:6]3=[O:22])[CH2:14][CH2:15][C:16]3[CH:17]=[CH:18][CH:19]=[CH:20][CH:21]=3)[CH2:79][C:80]3[CH:85]=[C:84]([F:86])[CH:83]=[C:82]([F:87])[CH:81]=3)[CH2:75][C:74]3[C:69](=[CH:70][CH:71]=[CH:72][CH:73]=3)[CH2:68]2)=[CH:90][CH:91]=1, predict the reactants needed to synthesize it. The reactants are: [C:1]([NH:4][C@:5]1([C@@H:23]([CH2:25][CH3:26])[CH3:24])[CH2:9][CH2:8][N:7]([C@@H:10]([CH2:14][CH2:15][C:16]2[CH:21]=[CH:20][CH:19]=[CH:18][CH:17]=2)[C:11](O)=[O:12])[C:6]1=[O:22])(=[O:3])[CH3:2].CCN(C(C)C)C(C)C.CN(C(ON1N=NC2C=CC=NC1=2)=[N+](C)C)C.F[P-](F)(F)(F)(F)F.[CH3:60][O:61][C:62]1[CH:91]=[CH:90][C:65]([CH2:66][N:67]2[C@@H:76]([C@@H:77]([OH:89])[C@@H:78]([NH2:88])[CH2:79][C:80]3[CH:85]=[C:84]([F:86])[CH:83]=[C:82]([F:87])[CH:81]=3)[CH2:75][C:74]3[C:69](=[CH:70][CH:71]=[CH:72][CH:73]=3)[CH2:68]2)=[CH:64][CH:63]=1. (6) Given the product [ClH:1].[OH:18][C:6]1[CH:7]=[C:8]([CH2:11][N:12]2[CH2:13][CH2:14][O:15][CH2:16][CH2:17]2)[CH:9]=[CH:10][C:5]=1[C:4]([OH:19])=[O:3], predict the reactants needed to synthesize it. The reactants are: [ClH:1].C[O:3][C:4](=[O:19])[C:5]1[CH:10]=[CH:9][C:8]([CH2:11][N:12]2[CH2:17][CH2:16][O:15][CH2:14][CH2:13]2)=[CH:7][C:6]=1[OH:18].[OH-].[NH4+].Cl. (7) Given the product [CH3:17][O:18][C:19]([C:21]1[N:22]([C:26]([C:33](=[O:34])[CH2:12][C:11]([O:14][CH2:15][CH3:16])=[O:13])([CH3:32])[CH2:27][CH2:28][CH:29]([CH3:30])[CH3:31])[CH:23]=[CH:24][CH:25]=1)=[O:20], predict the reactants needed to synthesize it. The reactants are: C[Si]([N-][Si](C)(C)C)(C)C.[K+].[C:11]([O:14][CH2:15][CH3:16])(=[O:13])[CH3:12].[CH3:17][O:18][C:19]([C:21]1[N:22]([C:26]([C:33](Cl)=[O:34])([CH3:32])[CH2:27][CH2:28][CH:29]([CH3:31])[CH3:30])[CH:23]=[CH:24][CH:25]=1)=[O:20].